From a dataset of Catalyst prediction with 721,799 reactions and 888 catalyst types from USPTO. Predict which catalyst facilitates the given reaction. Reactant: [CH3:1][O:2][CH2:3][CH2:4][C:5]1[N:6]([CH2:19][CH2:20][O:21][CH2:22][CH2:23][N:24]([CH3:32])[C:25](=[O:31])[O:26][C:27]([CH3:30])([CH3:29])[CH3:28])[C:7]2[C:16]3[CH:15]=[CH:14][CH:13]=[CH:12][C:11]=3[N+:10]([O-])=[CH:9][C:8]=2[N:18]=1.[NH4+:33].[OH-].C1(C)C=CC(S(Cl)(=O)=O)=CC=1.C(Cl)Cl. Product: [NH2:33][C:9]1[C:8]2[N:18]=[C:5]([CH2:4][CH2:3][O:2][CH3:1])[N:6]([CH2:19][CH2:20][O:21][CH2:22][CH2:23][N:24]([CH3:32])[C:25](=[O:31])[O:26][C:27]([CH3:30])([CH3:29])[CH3:28])[C:7]=2[C:16]2[CH:15]=[CH:14][CH:13]=[CH:12][C:11]=2[N:10]=1. The catalyst class is: 26.